The task is: Predict the product of the given reaction.. This data is from Forward reaction prediction with 1.9M reactions from USPTO patents (1976-2016). (1) Given the reactants [Cl:1][CH2:2][CH2:3][C:4]([C:6]1[CH:7]=[C:8]2[C:13](=[C:14]([CH2:16][CH3:17])[CH:15]=1)[NH:12][C:11](=[O:18])[CH2:10][C:9]2([CH3:20])[CH3:19])=O.FC(F)(F)C(O)=O.C([SiH](CC)CC)C, predict the reaction product. The product is: [Cl:1][CH2:2][CH2:3][CH2:4][C:6]1[CH:7]=[C:8]2[C:13](=[C:14]([CH2:16][CH3:17])[CH:15]=1)[NH:12][C:11](=[O:18])[CH2:10][C:9]2([CH3:19])[CH3:20]. (2) Given the reactants [CH3:1][NH:2][CH3:3].[CH:4]([O:7][C:8]([N:10]1[CH2:16][CH2:15][CH2:14][CH:13]([N:17]([C:33](=[O:35])[CH3:34])[CH2:18][C:19]2[CH:24]=[C:23]([C:25]([F:28])([F:27])[F:26])[CH:22]=[C:21]([C:29]([F:32])([F:31])[F:30])[CH:20]=2)[C:12]2[N:36]=[C:37](Cl)[CH:38]=[CH:39][C:11]1=2)=[O:9])([CH3:6])[CH3:5].O, predict the reaction product. The product is: [CH:4]([O:7][C:8]([N:10]1[CH2:16][CH2:15][CH2:14][CH:13]([N:17]([C:33](=[O:35])[CH3:34])[CH2:18][C:19]2[CH:24]=[C:23]([C:25]([F:28])([F:27])[F:26])[CH:22]=[C:21]([C:29]([F:32])([F:31])[F:30])[CH:20]=2)[C:12]2[N:36]=[C:37]([N:2]([CH3:3])[CH3:1])[CH:38]=[CH:39][C:11]1=2)=[O:9])([CH3:6])[CH3:5]. (3) Given the reactants [OH-].[Li+].[C:3]([N:6]1[CH:11]=[C:10]([C:12]2[CH:17]=[CH:16][CH:15]=[C:14]([O:18][CH2:19][C:20]3[CH:25]=[CH:24][CH:23]=[CH:22][CH:21]=3)[CH:13]=2)[N:9]([CH2:26][C:27]([O:29]CC2C=CC=CC=2)=[O:28])[C:8](=[O:37])[C@H:7]1[CH:38]([CH3:40])[CH3:39])(=[O:5])[CH3:4].C(OCC)C.Cl, predict the reaction product. The product is: [C:3]([N:6]1[CH:11]=[C:10]([C:12]2[CH:17]=[CH:16][CH:15]=[C:14]([O:18][CH2:19][C:20]3[CH:21]=[CH:22][CH:23]=[CH:24][CH:25]=3)[CH:13]=2)[N:9]([CH2:26][C:27]([OH:29])=[O:28])[C:8](=[O:37])[C@H:7]1[CH:38]([CH3:40])[CH3:39])(=[O:5])[CH3:4]. (4) Given the reactants [NH2:1][C:2]1[C:11]2[N:12]=[C:13]([CH3:21])[N:14]([CH2:15][CH2:16][CH2:17][C:18](=O)[CH3:19])[C:10]=2[C:9]2[CH:8]=[CH:7][CH:6]=[CH:5][C:4]=2[N:3]=1.Cl.[CH2:23]([O:30][NH2:31])[C:24]1[CH:29]=[CH:28][CH:27]=[CH:26][CH:25]=1, predict the reaction product. The product is: [CH2:23]([O:30][N:31]=[C:18]([CH2:17][CH2:16][CH2:15][N:14]1[C:10]2[C:9]3[CH:8]=[CH:7][CH:6]=[CH:5][C:4]=3[N:3]=[C:2]([NH2:1])[C:11]=2[N:12]=[C:13]1[CH3:21])[CH3:19])[C:24]1[CH:29]=[CH:28][CH:27]=[CH:26][CH:25]=1. (5) Given the reactants [BH4-].[Na+].C(O)(=O)C.[C:7]1([N:13]2[CH2:18][CH2:17][NH:16][CH2:15][CH2:14]2)[CH:12]=[CH:11][CH:10]=[CH:9][CH:8]=1.[N:19]1[CH:24]=[CH:23][CH:22]=[C:21]([CH:25]=O)[CH:20]=1, predict the reaction product. The product is: [C:7]1([N:13]2[CH2:18][CH2:17][N:16]([CH2:25][C:21]3[CH:20]=[N:19][CH:24]=[CH:23][CH:22]=3)[CH2:15][CH2:14]2)[CH:12]=[CH:11][CH:10]=[CH:9][CH:8]=1. (6) Given the reactants [Cl:1][C:2]1[CH:7]=[CH:6][C:5]([CH2:8][C:9]#[N:10])=[C:4]([F:11])[CH:3]=1.[Cl:12][C:13]1[C:14]([F:21])=[C:15]([CH:18]=[CH:19][CH:20]=1)[CH:16]=O.[OH-].[Na+], predict the reaction product. The product is: [Cl:12][C:13]1[C:14]([F:21])=[C:15](/[CH:16]=[C:8](/[C:5]2[CH:6]=[CH:7][C:2]([Cl:1])=[CH:3][C:4]=2[F:11])\[C:9]#[N:10])[CH:18]=[CH:19][CH:20]=1. (7) Given the reactants [Cl:1][C:2]1[CH:3]=[CH:4][C:5]([C:30]#[N:31])=[C:6]([S:8][C@@H:9]([C:25]2[S:29][CH:28]=[N:27][CH:26]=2)[CH2:10][C@H:11]2[CH2:15][O:14]C(C)(C)[N:12]2C(OC(C)(C)C)=O)[CH:7]=1.CO, predict the reaction product. The product is: [ClH:1].[ClH:1].[NH2:12][C@H:11]([CH2:15][OH:14])[CH2:10][C@@H:9]([S:8][C:6]1[CH:7]=[C:2]([Cl:1])[CH:3]=[CH:4][C:5]=1[C:30]#[N:31])[C:25]1[S:29][CH:28]=[N:27][CH:26]=1. (8) Given the reactants CON(C)[C:4]([C:6]1[N:7]=[CH:8][N:9]([C:11]2[CH:12]=[C:13]([C:17]3[CH:22]=[C:21]([F:23])[CH:20]=[CH:19][C:18]=3[O:24][CH3:25])[CH:14]=[CH:15][CH:16]=2)[CH:10]=1)=[O:5].[CH3:27][C:28]1[S:32][CH:31]=[N:30][CH:29]=1, predict the reaction product. The product is: [F:23][C:21]1[CH:20]=[CH:19][C:18]([O:24][CH3:25])=[C:17]([C:13]2[CH:14]=[CH:15][CH:16]=[C:11]([N:9]3[CH:10]=[C:6]([C:4]([C:31]4[S:32][C:28]([CH3:27])=[CH:29][N:30]=4)=[O:5])[N:7]=[CH:8]3)[CH:12]=2)[CH:22]=1.